From a dataset of Forward reaction prediction with 1.9M reactions from USPTO patents (1976-2016). Predict the product of the given reaction. (1) Given the reactants [CH:1]([N:14]1[C:22]2[C:17](=[CH:18][C:19]([Cl:23])=[CH:20][CH:21]=2)[C:16]([CH2:24][CH2:25][O:26][C:27]2[CH:35]=[CH:34][C:30]([C:31]([OH:33])=[O:32])=[CH:29][CH:28]=2)=[C:15]1[CH2:36][CH2:37][NH:38][S:39]([CH2:42]C1C=CC=CC=1)(=[O:41])=[O:40])([C:8]1[CH:13]=[CH:12][CH:11]=[CH:10][CH:9]=1)[C:2]1[CH:7]=[CH:6][CH:5]=[CH:4][CH:3]=1.[CH:49]1[C:58]2[C:53](=[CH:54][CH:55]=[CH:56][CH:57]=2)[CH:52]=[CH:51]C=1S(Cl)(=O)=O, predict the reaction product. The product is: [CH:1]([N:14]1[C:22]2[C:17](=[CH:18][C:19]([Cl:23])=[CH:20][CH:21]=2)[C:16]([CH2:24][CH2:25][O:26][C:27]2[CH:28]=[CH:29][C:30]([C:31]([OH:33])=[O:32])=[CH:34][CH:35]=2)=[C:15]1[CH2:36][CH2:37][NH:38][S:39]([C:42]1[CH:51]=[CH:52][C:53]2[C:58](=[CH:57][CH:56]=[CH:55][CH:54]=2)[CH:49]=1)(=[O:40])=[O:41])([C:8]1[CH:9]=[CH:10][CH:11]=[CH:12][CH:13]=1)[C:2]1[CH:7]=[CH:6][CH:5]=[CH:4][CH:3]=1. (2) Given the reactants [CH2:1]([O:3][C:4](=[O:25])[CH:5]([N:13]([S:15]([C:18]1[CH:23]=[CH:22][C:21]([NH2:24])=[CH:20][CH:19]=1)(=[O:17])=[O:16])[CH3:14])[CH2:6][C:7]1[CH:12]=[CH:11][CH:10]=[CH:9][CH:8]=1)[CH3:2].[N:26]([O-])=O.[Na+].[Cl:30][Sn]Cl, predict the reaction product. The product is: [ClH:30].[CH2:1]([O:3][C:4](=[O:25])[CH:5]([N:13]([S:15]([C:18]1[CH:19]=[CH:20][C:21]([NH:24][NH2:26])=[CH:22][CH:23]=1)(=[O:16])=[O:17])[CH3:14])[CH2:6][C:7]1[CH:8]=[CH:9][CH:10]=[CH:11][CH:12]=1)[CH3:2]. (3) Given the reactants C[O:2][C:3](=[O:31])[CH2:4][N:5]1[C:13]2[C:8](=[CH:9][C:10]([Cl:14])=[CH:11][CH:12]=2)[C:7]([CH2:15][C:16]2[S:17][CH:18]=[CH:19][C:20]=2[S:21]([C:24]2[CH:29]=[CH:28][CH:27]=[CH:26][CH:25]=2)(=[O:23])=[O:22])=[C:6]1[CH3:30].[OH-].[Li+].Cl, predict the reaction product. The product is: [C:24]1([S:21]([C:20]2[CH:19]=[CH:18][S:17][C:16]=2[CH2:15][C:7]2[C:8]3[C:13](=[CH:12][CH:11]=[C:10]([Cl:14])[CH:9]=3)[N:5]([CH2:4][C:3]([OH:31])=[O:2])[C:6]=2[CH3:30])(=[O:23])=[O:22])[CH:29]=[CH:28][CH:27]=[CH:26][CH:25]=1. (4) Given the reactants [CH3:1][N:2]1[CH2:9][C@@H:8]2[C@@H:4]([NH:5][CH2:6][CH2:7]2)[CH2:3]1.[Br:10][C:11]1[CH:16]=[CH:15][C:14](Br)=[CH:13][CH:12]=1.C1(P(C2C=CC=CC=2)C2C=CC3C(=CC=CC=3)C=2C2C3C(=CC=CC=3)C=CC=2P(C2C=CC=CC=2)C2C=CC=CC=2)C=CC=CC=1.CC(C)([O-])C.[Na+], predict the reaction product. The product is: [Br:10][C:11]1[CH:16]=[CH:15][C:14]([N:5]2[CH2:6][CH2:7][C@@H:8]3[CH2:9][N:2]([CH3:1])[CH2:3][C@H:4]23)=[CH:13][CH:12]=1.